Predict the reaction yield, written as a fraction of the theoretical maximum amount of product (1.0 means a 100% yield; for example, 0.34 means a 34% yield). From a dataset of Reaction yield outcomes from USPTO patents with 853,638 reactions. The reactants are [NH2:1][C:2]1[C:11]2[C:6](=[C:7](Br)[CH:8]=[CH:9][CH:10]=2)[N:5]=[N:4][C:3]=1[C:13]([NH:15][CH2:16][CH2:17][CH3:18])=[O:14].CC1(C)C(C)(C)OB([C:27]2[CH:28]=[N:29][NH:30][CH:31]=2)O1. No catalyst specified. The product is [NH2:1][C:2]1[C:11]2[C:6](=[C:7]([C:27]3[CH:28]=[N:29][NH:30][CH:31]=3)[CH:8]=[CH:9][CH:10]=2)[N:5]=[N:4][C:3]=1[C:13]([NH:15][CH2:16][CH2:17][CH3:18])=[O:14]. The yield is 0.250.